From a dataset of Full USPTO retrosynthesis dataset with 1.9M reactions from patents (1976-2016). Predict the reactants needed to synthesize the given product. (1) Given the product [Cl:27][C:28]1[CH:29]=[C:30]([NH:34][C:12]([C:10]2[N:11]=[C:7]([CH2:6][O:5][C:4]3[CH:15]=[CH:16][C:17]([CH2:18][CH2:19][CH2:20][CH2:21][N:22]4[CH:26]=[CH:25][N:24]=[N:23]4)=[C:2]([CH3:1])[CH:3]=3)[S:8][CH:9]=2)=[O:14])[CH:31]=[CH:32][CH:33]=1, predict the reactants needed to synthesize it. The reactants are: [CH3:1][C:2]1[CH:3]=[C:4]([CH:15]=[CH:16][C:17]=1[CH2:18][CH2:19][CH2:20][CH2:21][N:22]1[CH:26]=[CH:25][N:24]=[N:23]1)[O:5][CH2:6][C:7]1[S:8][CH:9]=[C:10]([C:12]([OH:14])=O)[N:11]=1.[Cl:27][C:28]1[CH:29]=[C:30]([NH2:34])[CH:31]=[CH:32][CH:33]=1. (2) Given the product [ClH:37].[CH2:21]([C:2]1[C:3]([NH:8][C:9]2[S:10][CH:11]=[C:12]([CH3:14])[N:13]=2)=[N:4][CH:5]=[CH:6][CH:7]=1)[C:22]1[CH:27]=[CH:26][CH:25]=[CH:24][CH:23]=1, predict the reactants needed to synthesize it. The reactants are: Br[C:2]1[C:3]([NH:8][C:9]2[S:10][CH:11]=[C:12]([CH3:14])[N:13]=2)=[N:4][CH:5]=[CH:6][CH:7]=1.C([O-])([O-])=O.[Cs+].[Cs+].[CH2:21](B1C2CCCC1CCC2)[C:22]1[CH:27]=[CH:26][CH:25]=[CH:24][CH:23]=1.[ClH:37]. (3) Given the product [F:14][C:2]([F:1])([F:13])[C:3]1[O:4][CH:5]=[CH:6][C:7]=1[C:8]1[N:28]=[CH:25][NH:26][CH:27]=1, predict the reactants needed to synthesize it. The reactants are: [F:1][C:2]([F:14])([F:13])[C:3]1[O:4][CH:5]=[CH:6][C:7]=1[C:8](OCC)=O.CC1C=CC(S([CH2:25][N+:26]#[C-:27])(=O)=O)=CC=1.[NH3:28]. (4) Given the product [Cl:20][CH2:21][CH2:22][C:23]([C:11]1[CH:10]=[C:9]2[C:14](=[CH:13][CH:12]=1)[N:5]([C:15]([O:17][CH2:18][CH3:19])=[O:16])[CH2:6][CH2:7][CH2:8]2)=[O:24], predict the reactants needed to synthesize it. The reactants are: [Cl-].[Al+3].[Cl-].[Cl-].[N:5]1([C:15]([O:17][CH2:18][CH3:19])=[O:16])[C:14]2[C:9](=[CH:10][CH:11]=[CH:12][CH:13]=2)[CH2:8][CH2:7][CH2:6]1.[Cl:20][CH2:21][CH2:22][C:23](Cl)=[O:24].O. (5) Given the product [Cl:51][C:26]1[CH:27]=[C:28]([CH:42]=[C:43]([O:44][CH:45]([CH3:46])[CH3:50])[C:25]=1[O:24][CH3:17])[C:29]([NH:31][C:32]1[CH:33]=[CH:34][C:35]([C:36]([O:38][CH3:39])=[O:37])=[C:40]([CH3:2])[CH:41]=1)=[O:30], predict the reactants needed to synthesize it. The reactants are: Cl[C:2]1C=C(C=C(OC(C)C)C=1OC)C(O)=O.[CH2:17]([O:24][C:25]1[C:43]([O:44][CH:45]2[CH2:50]CCC[CH2:46]2)=[CH:42][C:28]([C:29]([NH:31][C:32]2[CH:41]=[CH:40][C:35]([C:36]([O:38][CH3:39])=[O:37])=[CH:34][CH:33]=2)=[O:30])=[CH:27][C:26]=1[Cl:51])C1C=CC=CC=1.C(P1(=O)OP(CCC)(=O)OP(CCC)(=O)O1)CC. (6) Given the product [CH:1]1([C:7]2[C:16]3[C:11](=[CH:12][CH:13]=[CH:14][CH:15]=3)[N:10]=[C:9]([NH:23][C:24]3[CH:32]=[CH:31][C:27]([C:28]([OH:30])=[O:29])=[CH:26][CH:25]=3)[N:8]=2)[CH2:6][CH2:5][CH2:4][CH2:3][CH2:2]1, predict the reactants needed to synthesize it. The reactants are: [CH:1]1([C:7]2[C:16]3[C:11](=[CH:12][CH:13]=[CH:14][CH:15]=3)[NH:10][C:9](=O)[N:8]=2)[CH2:6][CH2:5][CH2:4][CH2:3][CH2:2]1.P(Cl)(Cl)(Cl)=O.[NH2:23][C:24]1[CH:32]=[CH:31][C:27]([C:28]([OH:30])=[O:29])=[CH:26][CH:25]=1.C(N(CC)CC)C. (7) Given the product [CH3:1][C:2]1([CH3:12])[CH:4]([CH:5]=[CH:6][CH2:7][CH3:8])[CH:3]1[C:9]([Cl:15])=[O:10], predict the reactants needed to synthesize it. The reactants are: [CH3:1][C:2]1([CH3:12])[CH:4]([CH:5]=[CH:6][CH2:7][CH3:8])[CH:3]1[C:9](O)=[O:10].S(Cl)([Cl:15])=O. (8) Given the product [CH3:1][O:2][C:3](=[O:4])[CH:5]=[CH:6][C:7]1[CH:8]=[CH:9][C:10]([O:13][CH2:15][CH2:16][CH2:17][CH2:18][CH2:19][CH2:20][OH:21])=[CH:11][CH:12]=1, predict the reactants needed to synthesize it. The reactants are: [CH3:1][O:2][C:3](/[CH:5]=[CH:6]/[C:7]1[CH:12]=[CH:11][C:10]([OH:13])=[CH:9][CH:8]=1)=[O:4].Cl[CH2:15][CH2:16][CH2:17][CH2:18][CH2:19][CH2:20][OH:21].C([O-])([O-])=O.[K+].[K+].O. (9) Given the product [ClH:37].[CH3:1][N:2]([CH2:6][CH2:7][CH:8]([C:15]1[CH:20]=[CH:19][CH:18]=[CH:17][CH:16]=1)[C:9]1[CH:10]=[CH:11][CH:12]=[CH:13][CH:14]=1)[CH2:3][C:4]1[NH:23][N:22]=[N:21][N:5]=1, predict the reactants needed to synthesize it. The reactants are: [CH3:1][N:2]([CH2:6][CH2:7][CH:8]([C:15]1[CH:20]=[CH:19][CH:18]=[CH:17][CH:16]=1)[C:9]1[CH:14]=[CH:13][CH:12]=[CH:11][CH:10]=1)[CH2:3][C:4]#[N:5].[N:21]([Sn](CCCC)(CCCC)CCCC)=[N+:22]=[N-:23].[ClH:37].